From a dataset of Forward reaction prediction with 1.9M reactions from USPTO patents (1976-2016). Predict the product of the given reaction. (1) Given the reactants [CH:1]1([NH:4][C:5]([NH:7][C:8]2[CH:13]=[CH:12][C:11]([O:14][C:15]3[CH:20]=[CH:19][N:18]=[C:17]4[CH:21]=[C:22]([C:24]5[CH:29]=[CH:28][C:27]([CH2:30][NH:31][CH2:32][CH2:33][O:34][CH3:35])=[CH:26][N:25]=5)[S:23][C:16]=34)=[CH:10][N:9]=2)=[O:6])[CH2:3][CH2:2]1.[C:36]([O:39][CH2:40][C:41]([OH:43])=O)(=[O:38])[CH3:37].C(N(CC)CC)C.CCN=C=NCCCN(C)C.Cl.C1C=C2N=NN(O)C2=CC=1.O, predict the reaction product. The product is: [C:36]([O:39][CH2:40][C:41]([N:31]([CH2:30][C:27]1[CH:26]=[N:25][C:24]([C:22]2[S:23][C:16]3[C:17](=[N:18][CH:19]=[CH:20][C:15]=3[O:14][C:11]3[CH:10]=[N:9][C:8]([NH:7][C:5]([NH:4][CH:1]4[CH2:3][CH2:2]4)=[O:6])=[CH:13][CH:12]=3)[CH:21]=2)=[CH:29][CH:28]=1)[CH2:32][CH2:33][O:34][CH3:35])=[O:43])(=[O:38])[CH3:37]. (2) Given the reactants Cl[C:2](=[O:8])[C:3]([O:5][CH2:6][CH3:7])=[O:4].ClCCl.[Cl-].[Al+3].[Cl-].[Cl-].[CH:16]1([S:19][C:20]2[CH:25]=[CH:24][CH:23]=[CH:22][C:21]=2[CH3:26])[CH2:18][CH2:17]1, predict the reaction product. The product is: [CH2:6]([O:5][C:3](=[O:4])[C:2]([C:23]1[CH:24]=[CH:25][C:20]([S:19][CH:16]2[CH2:18][CH2:17]2)=[C:21]([CH3:26])[CH:22]=1)=[O:8])[CH3:7]. (3) Given the reactants [C:1]([CH:3]1[CH2:8][CH2:7][N:6]([C:9]([N:11]2[CH2:16][CH:15]([C:17]3[CH:22]=[CH:21][C:20]([C:23]([F:26])([F:25])[F:24])=[CH:19][CH:18]=3)[CH2:14][CH:13]([C:27](O)=[O:28])[CH2:12]2)=[O:10])[CH2:5][CH2:4]1)#[N:2].O[N:31]=[C:32]([C:34]1[CH:39]=[CH:38][CH:37]=[CH:36][CH:35]=1)[NH2:33], predict the reaction product. The product is: [C:34]1([C:32]2[N:33]=[C:27]([CH:13]3[CH2:14][CH:15]([C:17]4[CH:18]=[CH:19][C:20]([C:23]([F:26])([F:24])[F:25])=[CH:21][CH:22]=4)[CH2:16][N:11]([C:9]([N:6]4[CH2:7][CH2:8][CH:3]([C:1]#[N:2])[CH2:4][CH2:5]4)=[O:10])[CH2:12]3)[O:28][N:31]=2)[CH:39]=[CH:38][CH:37]=[CH:36][CH:35]=1. (4) The product is: [CH:1]1[C:10]2[C:5](=[CH:6][CH:7]=[N:8][CH:9]=2)[CH:4]=[C:3]([C:11]([N:14]=[N+:15]=[N-:17])=[O:13])[N:2]=1. Given the reactants [CH:1]1[C:10]2[C:5](=[CH:6][CH:7]=[N:8][CH:9]=2)[CH:4]=[C:3]([C:11]([O-:13])=O)[N:2]=1.[NH2:14][NH2:15].Cl.[N:17]([O-])=O.[Na+].C([O-])(O)=O.[Na+], predict the reaction product. (5) Given the reactants [CH3:1][O:2][C:3](=[O:17])[C:4]1[CH:13]=[CH:12][C:11]([CH2:14]CBr)=[C:6]([C:7]([O:9]C)=O)[CH:5]=1.CCN(CC)CC.[N:25]1[CH:30]=[CH:29][CH:28]=[CH:27][C:26]=1[NH:31][CH2:32][CH2:33][NH2:34], predict the reaction product. The product is: [CH3:1][O:2][C:3]([C:4]1[CH:5]=[C:6]2[C:11](=[CH:12][CH:13]=1)[CH2:14][N:34]([CH2:33][CH2:32][NH:31][C:26]1[CH:27]=[CH:28][CH:29]=[CH:30][N:25]=1)[C:7]2=[O:9])=[O:17].